This data is from NCI-60 drug combinations with 297,098 pairs across 59 cell lines. The task is: Regression. Given two drug SMILES strings and cell line genomic features, predict the synergy score measuring deviation from expected non-interaction effect. Drug 1: C1=CC(=CC=C1CCCC(=O)O)N(CCCl)CCCl. Drug 2: C1=CC=C(C(=C1)C(C2=CC=C(C=C2)Cl)C(Cl)Cl)Cl. Cell line: OVCAR-8. Synergy scores: CSS=13.9, Synergy_ZIP=-8.70, Synergy_Bliss=-4.07, Synergy_Loewe=-12.4, Synergy_HSA=-4.00.